From a dataset of Reaction yield outcomes from USPTO patents with 853,638 reactions. Predict the reaction yield, written as a fraction of the theoretical maximum amount of product (1.0 means a 100% yield; for example, 0.34 means a 34% yield). (1) The reactants are FC(F)(F)[C:3]([C:5]1[C:13]2[C:8](=[CH:9][C:10]([C:14]([F:17])([F:16])[F:15])=[CH:11][CH:12]=2)[N:7]([CH3:18])[CH:6]=1)=[O:4].[OH-:21].[Na+].Cl. No catalyst specified. The product is [CH3:18][N:7]1[C:8]2[C:13](=[CH:12][CH:11]=[C:10]([C:14]([F:17])([F:16])[F:15])[CH:9]=2)[C:5]([C:3]([OH:4])=[O:21])=[CH:6]1. The yield is 0.670. (2) The reactants are [Si]([O:8][CH:9]([C:22]1[O:23][C:24]([C:27]2[CH:32]=[CH:31][C:30]([O:33][CH3:34])=[CH:29][CH:28]=2)=[CH:25][N:26]=1)[CH2:10][CH2:11][CH2:12][CH2:13][CH2:14][CH2:15][C:16]1[CH:21]=[CH:20][CH:19]=[CH:18][CH:17]=1)(C(C)(C)C)(C)C.[Si](OC(C1OC([Sn](CCCC)(CCCC)CCCC)=CN=1)CCCCCCC1C=CC=CC=1)(C(C)(C)C)(C)C.BrC1C=CC(OC)=CC=1. No catalyst specified. The product is [CH3:34][O:33][C:30]1[CH:29]=[CH:28][C:27]([C:24]2[O:23][C:22]([C:9](=[O:8])[CH2:10][CH2:11][CH2:12][CH2:13][CH2:14][CH2:15][C:16]3[CH:17]=[CH:18][CH:19]=[CH:20][CH:21]=3)=[N:26][CH:25]=2)=[CH:32][CH:31]=1. The yield is 0.840. (3) The reactants are [N+:1]([C:4]1[CH:9]=[CH:8][C:7]([OH:10])=[CH:6][CH:5]=1)([O-:3])=[O:2].Cl[CH2:12][C:13]1[O:17][N:16]=[C:15]([C:18]2[CH:23]=[CH:22][CH:21]=[CH:20][CH:19]=2)[N:14]=1.C([O-])([O-])=O.[K+].[K+]. The catalyst is CC(C)=O. The product is [N+:1]([C:4]1[CH:9]=[CH:8][C:7]([O:10][CH2:12][C:13]2[O:17][N:16]=[C:15]([C:18]3[CH:19]=[CH:20][CH:21]=[CH:22][CH:23]=3)[N:14]=2)=[CH:6][CH:5]=1)([O-:3])=[O:2]. The yield is 0.920. (4) The reactants are [C:1]([CH:5]1[CH2:13][C:12]2[C:7](=[CH:8][CH:9]=[C:10]([NH:14][C:15]([C:17]3([C:20]4[CH:30]=[CH:29][C:23]5[O:24][C:25]([F:28])([F:27])[O:26][C:22]=5[CH:21]=4)[CH2:19][CH2:18]3)=[O:16])[CH:11]=2)[N:6]1[CH2:31][CH2:32]C#N)([CH3:4])([CH3:3])[CH3:2].[Cl:35]CC=O.[BH-](OC(C)=O)(OC(C)=O)OC(C)=O.[Na+]. The catalyst is ClCCl. The yield is 0.630. The product is [C:1]([CH:5]1[CH2:13][C:12]2[C:7](=[CH:8][CH:9]=[C:10]([NH:14][C:15]([C:17]3([C:20]4[CH:30]=[CH:29][C:23]5[O:24][C:25]([F:28])([F:27])[O:26][C:22]=5[CH:21]=4)[CH2:19][CH2:18]3)=[O:16])[CH:11]=2)[N:6]1[CH2:31][CH2:32][Cl:35])([CH3:4])([CH3:3])[CH3:2]. (5) The reactants are [CH3:1]CN(C(C)C)C(C)C.[CH:10]1[CH:11]=[CH:12][C:13]2[N:18](O)[N:17]=[N:16][C:14]=2[CH:15]=1.CCN=C=NCCCN(C)C.C1(C)C=CC=CC=1N1[CH:41]=[C:40]([C:42](O)=[O:43])N=N1.CC1C=CC=CC=1N.Cl.[NH2:55][CH2:56][C:57]([N:59]1[CH2:64][CH2:63][N:62]([C:65](=[O:77])[C:66]2[CH:71]=[C:70]([F:72])[CH:69]=[CH:68][C:67]=2[C:73]([F:76])([F:75])[F:74])[CH2:61][CH2:60]1)=[O:58].FC1C=CC(C(F)(F)F)=C(C=1)C(O)=O. The catalyst is CN(C=O)C.O. The product is [F:72][C:70]1[CH:69]=[CH:68][C:67]([C:73]([F:74])([F:76])[F:75])=[C:66]([CH:71]=1)[C:65]([N:62]1[CH2:61][CH2:60][N:59]([C:57](=[O:58])[CH2:56][NH:55][C:42]([C:40]2[N:18]=[N:17][N:16]([C:14]3[CH:15]=[CH:10][CH:11]=[CH:12][C:13]=3[CH3:1])[CH:41]=2)=[O:43])[CH2:64][CH2:63]1)=[O:77]. The yield is 0.869. (6) The reactants are [Cl:1][C:2]1[CH:3]=[C:4]([CH:15]=[C:16]([Cl:18])[CH:17]=1)[CH2:5][NH:6][CH2:7][C:8]1[CH:13]=[CH:12][C:11]([F:14])=[CH:10][CH:9]=1.[C:19]([C:21]1[CH:22]=[C:23]([S:27](Cl)(=[O:29])=[O:28])[CH:24]=[CH:25][CH:26]=1)#[N:20].CCN(CC)CC.S(Cl)(Cl)(=O)=O. The catalyst is C1COCC1. The product is [C:19]([C:21]1[CH:22]=[C:23]([S:27]([N:6]([CH2:5][C:4]2[CH:3]=[C:2]([Cl:1])[CH:17]=[C:16]([Cl:18])[CH:15]=2)[CH2:7][C:8]2[CH:9]=[CH:10][C:11]([F:14])=[CH:12][CH:13]=2)(=[O:29])=[O:28])[CH:24]=[CH:25][CH:26]=1)#[N:20]. The yield is 0.810. (7) The reactants are C(OC(=O)[NH:7][C:8]1[CH:13]=[CH:12][C:11]([CH:14]2[CH2:19][NH:18][S:17](=[O:21])(=[O:20])[NH:16][CH2:15]2)=[CH:10][CH:9]=1)(C)(C)C.C1C(=O)N([Br:30])C(=O)C1. The catalyst is C(O)(C(F)(F)F)=O. The product is [Br:30][C:9]1[CH:10]=[C:11]([CH:14]2[CH2:19][NH:18][S:17](=[O:21])(=[O:20])[NH:16][CH2:15]2)[CH:12]=[CH:13][C:8]=1[NH2:7]. The yield is 0.520. (8) The reactants are [Li+].[OH-].C([O:5][C:6]([C:8]12[CH2:25][CH:24]1[CH:23]=[CH:22][CH2:21][CH2:20][CH2:19][CH2:18][N:17]([CH3:26])[C:16](=[O:27])[CH:15]1[CH:11]([CH2:12][CH:13]([O:28][C:29]3[C:38]4[C:33](=[C:34]([CH3:41])[C:35]([O:39][CH3:40])=[CH:36][CH:37]=4)[N:32]=[C:31]([C:42]4[N:43]=[C:44]([CH:47]5[CH2:52][CH2:51][CH2:50][CH2:49][CH2:48]5)[S:45][CH:46]=4)[CH:30]=3)[CH2:14]1)[C:10](=[O:53])[NH:9]2)=[O:7])C. The catalyst is CO.C1COCC1.O. The product is [CH:47]1([C:44]2[S:45][CH:46]=[C:42]([C:31]3[CH:30]=[C:29]([O:28][CH:13]4[CH2:12][CH:11]5[CH:15]([C:16](=[O:27])[N:17]([CH3:26])[CH2:18][CH2:19][CH2:20][CH2:21][CH:22]=[CH:23][CH:24]6[C:8]([C:6]([OH:7])=[O:5])([NH:9][C:10]5=[O:53])[CH2:25]6)[CH2:14]4)[C:38]4[C:33](=[C:34]([CH3:41])[C:35]([O:39][CH3:40])=[CH:36][CH:37]=4)[N:32]=3)[N:43]=2)[CH2:48][CH2:49][CH2:50][CH2:51][CH2:52]1. The yield is 0.950. (9) The reactants are C(=O)([O-])[O-].[K+].[K+].CS(O[CH2:12][CH2:13][CH2:14][O:15][CH3:16])(=O)=O.[Br:17][C:18]1[CH:23]=[CH:22][C:21](S)=[CH:20][CH:19]=1.O[O:26][S:27]([O-:29])=O.[K+]. The catalyst is CN(C=O)C.O. The product is [CH3:16][O:15][CH2:14][CH2:13][CH2:12][S:27]([C:21]1[CH:22]=[CH:23][C:18]([Br:17])=[CH:19][CH:20]=1)(=[O:29])=[O:26]. The yield is 0.620. (10) The catalyst is C(Cl)Cl.CN(C)C1C=CN=CC=1. The product is [CH2:1]([O:8][N:9]1[C:15](=[O:16])[N:14]2[CH2:17][C@H:10]1[CH2:11][CH2:12][C@@H:13]2[C:18]([NH:30][NH:29][C:21]([C:22]1[CH:27]=[CH:26][CH:25]=[CH:24][CH:23]=1)=[O:28])=[O:20])[C:2]1[CH:3]=[CH:4][CH:5]=[CH:6][CH:7]=1. The yield is 0.980. The reactants are [CH2:1]([O:8][N:9]1[C:15](=[O:16])[N:14]2[CH2:17][C@H:10]1[CH2:11][CH2:12][C@H:13]2[C:18]([OH:20])=O)[C:2]1[CH:7]=[CH:6][CH:5]=[CH:4][CH:3]=1.[C:21]([NH:29][NH2:30])(=[O:28])[C:22]1[CH:27]=[CH:26][CH:25]=[CH:24][CH:23]=1.ON1C2C=CC=CC=2N=N1.Cl.C(N=C=NCCCN(C)C)C.